Dataset: Catalyst prediction with 721,799 reactions and 888 catalyst types from USPTO. Task: Predict which catalyst facilitates the given reaction. (1) Reactant: B.C1COCC1.[CH3:7][O:8][C:9]1[CH:14]=[CH:13][CH:12]=[CH:11][C:10]=1[N:15]1[CH2:20][CH2:19][N:18]([CH2:21][CH:22]2[CH2:27][CH2:26][CH2:25][N:24]([C:28]([C:30]3[CH:35]=[CH:34][CH:33]=[CH:32][CH:31]=3)=O)[CH2:23]2)[CH2:17][CH2:16]1. Product: [CH2:28]([N:24]1[CH2:25][CH2:26][CH2:27][CH:22]([CH2:21][N:18]2[CH2:17][CH2:16][N:15]([C:10]3[CH:11]=[CH:12][CH:13]=[CH:14][C:9]=3[O:8][CH3:7])[CH2:20][CH2:19]2)[CH2:23]1)[C:30]1[CH:35]=[CH:34][CH:33]=[CH:32][CH:31]=1. The catalyst class is: 1. (2) Reactant: [CH2:1]([NH:6][C:7]1[N:8]=[CH:9][NH:10][C:11]=1[C:12](SC)=[NH:13])[CH2:2][CH2:3][CH2:4][CH3:5].[F:16][C:17]([F:23])([F:22])[C:18]([NH:20][NH2:21])=O. Product: [CH2:1]([NH:6][C:7]1[N:8]=[CH:9][NH:10][C:11]=1[C:12]1[NH:21][N:20]=[C:18]([C:17]([F:23])([F:22])[F:16])[N:13]=1)[CH2:2][CH2:3][CH2:4][CH3:5]. The catalyst class is: 8. (3) Reactant: O[CH2:2][C:3]1[C:4]([CH2:13]O)=[N:5][C:6]([C:9]([F:12])([F:11])[F:10])=[CH:7][CH:8]=1.S(Cl)(C)(=O)=O.C(N(CC)CC)C.CCN(C(C)C)C(C)C.[C:36]1([C:42]([C:50]2[CH:55]=[CH:54][CH:53]=[CH:52][CH:51]=2)([C:44]2[CH:49]=[CH:48][CH:47]=[CH:46][CH:45]=2)[NH2:43])[CH:41]=[CH:40][CH:39]=[CH:38][CH:37]=1. Product: [F:10][C:9]([F:12])([F:11])[C:6]1[N:5]=[C:4]2[CH2:13][N:43]([C:42]([C:36]3[CH:41]=[CH:40][CH:39]=[CH:38][CH:37]=3)([C:50]3[CH:51]=[CH:52][CH:53]=[CH:54][CH:55]=3)[C:44]3[CH:45]=[CH:46][CH:47]=[CH:48][CH:49]=3)[CH2:2][C:3]2=[CH:8][CH:7]=1. The catalyst class is: 154. (4) Reactant: [O:1]1[C:5]2[CH:6]=[CH:7][CH:8]=[CH:9][C:4]=2[C:3]([NH2:10])=[N:2]1.[C:11](=[O:14])([O-])[O-].[Cs+].[Cs+].BrC[C:19]([Cl:21])=O.O. Product: [O:1]1[C:5]2[CH:6]=[CH:7][CH:8]=[CH:9][C:4]=2[C:3]([NH:10][C:11](=[O:14])[CH2:19][Cl:21])=[N:2]1. The catalyst class is: 3.